This data is from Forward reaction prediction with 1.9M reactions from USPTO patents (1976-2016). The task is: Predict the product of the given reaction. Given the reactants C[Si](C)(C)[N-][Si](C)(C)C.[Li+].S([CH2:21][N+:22]#[C-:23])(C1C=CC(C)=CC=1)(=O)=O.[C:24]([O:34][CH2:35][CH3:36])(=[O:33])/[CH:25]=[CH:26]/[C:27]1[CH:32]=[CH:31][CH:30]=[CH:29][CH:28]=1, predict the reaction product. The product is: [C:24]([C:25]1[C:26]([C:27]2[CH:28]=[CH:29][CH:30]=[CH:31][CH:32]=2)=[CH:23][NH:22][CH:21]=1)([O:34][CH2:35][CH3:36])=[O:33].